This data is from Reaction yield outcomes from USPTO patents with 853,638 reactions. The task is: Predict the reaction yield, written as a fraction of the theoretical maximum amount of product (1.0 means a 100% yield; for example, 0.34 means a 34% yield). (1) The reactants are [NH2:1][C:2]1[CH:7]=[C:6]([Br:8])[CH:5]=[CH:4][C:3]=1[OH:9].[Br:10][CH2:11][CH2:12]Br.C([O-])([O-])=O.[K+].[K+]. The catalyst is CN(C=O)C.O. The product is [Br:8][C:6]1[CH:5]=[CH:4][C:3]([O:9][CH2:12][CH2:11][Br:10])=[C:2]([NH2:1])[CH:7]=1. The yield is 0.370. (2) The reactants are [C:1]([O:5][C:6](=[O:52])[NH:7][CH2:8][C:9]1[CH:14]=[CH:13][C:12]([C:15](=[O:51])[NH:16][C:17]2[CH:22]=[CH:21][C:20]([NH:23][C:24]3[N:29]4[N:30]=[CH:31][CH:32]=[C:28]4[CH:27]=[C:26]([C:33]4[CH:42]=[CH:41][C:40]5[C:35](=[CH:36][CH:37]=[C:38]([O:43]CC6C=CC=CC=6)[CH:39]=5)[CH:34]=4)[N:25]=3)=[CH:19][CH:18]=2)=[CH:11][CH:10]=1)([CH3:4])([CH3:3])[CH3:2]. The catalyst is O1CCOCC1.[Pd]. The product is [C:1]([O:5][C:6](=[O:52])[NH:7][CH2:8][C:9]1[CH:10]=[CH:11][C:12]([C:15](=[O:51])[NH:16][C:17]2[CH:22]=[CH:21][C:20]([NH:23][C:24]3[N:29]4[N:30]=[CH:31][CH:32]=[C:28]4[CH:27]=[C:26]([C:33]4[CH:42]=[CH:41][C:40]5[C:35](=[CH:36][CH:37]=[C:38]([OH:43])[CH:39]=5)[CH:34]=4)[N:25]=3)=[CH:19][CH:18]=2)=[CH:13][CH:14]=1)([CH3:4])([CH3:2])[CH3:3]. The yield is 0.480. (3) The product is [O:1]1[CH:5]([CH2:6][NH:7][C:26](=[O:27])[O:28][CH2:29][C:30]2[CH:35]=[CH:34][CH:33]=[CH:32][CH:31]=2)[CH2:4][C:3]2[CH:8]=[CH:9][C:10]3[CH2:11][CH2:12][CH2:13][CH2:14][C:15]=3[C:2]1=2. The yield is 0.790. No catalyst specified. The reactants are [O:1]1[CH:5]([CH2:6][NH2:7])[CH2:4][C:3]2[CH:8]=[CH:9][C:10]3[CH2:11][CH2:12][CH2:13][CH2:14][C:15]=3[C:2]1=2.C(N(C(C)C)CC)(C)C.Cl[C:26]([O:28][CH2:29][C:30]1[CH:35]=[CH:34][CH:33]=[CH:32][CH:31]=1)=[O:27].O1C(CNC(=O)OCC2C=CC=CC=2)CC2C=CC3CCCC=3C1=2.